This data is from Forward reaction prediction with 1.9M reactions from USPTO patents (1976-2016). The task is: Predict the product of the given reaction. (1) Given the reactants [F:1][C:2]([F:12])([F:11])[O:3][C:4]1[CH:10]=[CH:9][CH:8]=[CH:7][C:5]=1[NH2:6].[S-:13][C:14]#[N:15].[NH4+].S.[Na].Cl, predict the reaction product. The product is: [F:1][C:2]([F:11])([F:12])[O:3][C:4]1[CH:10]=[CH:9][CH:8]=[CH:7][C:5]=1[NH:6][C:14]([NH2:15])=[S:13]. (2) The product is: [CH3:8][C:6]1[NH:5][C:4](=[O:9])[C:3]([N+:10]([O-:12])=[O:11])=[C:2]([N:22]2[CH2:23][CH2:24][CH:19]([C:13]3[CH:18]=[CH:17][CH:16]=[CH:15][CH:14]=3)[CH2:20][CH2:21]2)[N:7]=1. Given the reactants Br[C:2]1[N:7]=[C:6]([CH3:8])[NH:5][C:4](=[O:9])[C:3]=1[N+:10]([O-:12])=[O:11].[C:13]1([CH:19]2[CH2:24][CH2:23][NH:22][CH2:21][CH2:20]2)[CH:18]=[CH:17][CH:16]=[CH:15][CH:14]=1.C(N(C(C)C)C(C)C)C, predict the reaction product. (3) Given the reactants COC[O:4][CH2:5][C:6]1[N:11]=[C:10]([C:12]2[CH:25]=[CH:24][C:23]3[C:14](=[C:15]4[C:20](=[CH:21][CH:22]=3)[CH:19]=[CH:18][C:17]([C:26]3[CH:31]=[CH:30][CH:29]=[C:28]([CH2:32][O:33]COC)[N:27]=3)=[N:16]4)[N:13]=2)[CH:9]=[CH:8][CH:7]=1.Cl, predict the reaction product. The product is: [OH:4][CH2:5][C:6]1[N:11]=[C:10]([C:12]2[CH:25]=[CH:24][C:23]3[C:14](=[C:15]4[C:20](=[CH:21][CH:22]=3)[CH:19]=[CH:18][C:17]([C:26]3[CH:31]=[CH:30][CH:29]=[C:28]([CH2:32][OH:33])[N:27]=3)=[N:16]4)[N:13]=2)[CH:9]=[CH:8][CH:7]=1. (4) Given the reactants [OH:1][C:2]1[CH:7]=[CH:6][C:5]([C:8]2[S:9][C:10]([N+]([O-])=O)=[CH:11][CH:12]=2)=[C:4]([OH:16])[CH:3]=1.OC1C=CC(C2SC=CC=2C)=C(O)C=1.OC1C=CC(C2OC=CC=2)=C(O)C=1.OC1C=C(C2SC(Cl)=CC=2)C=C(O)C=1.OC1C=C(C2SC=CC=2C)C=C(O)C=1.OC1C=CC(C2C=CSC=2)=C(O)C=1.OC1C=C(C2C=CSC=2)C=C(O)C=1, predict the reaction product. The product is: [OH:1][C:2]1[CH:7]=[CH:6][C:5]([C:8]2[S:9][CH:10]=[CH:11][CH:12]=2)=[C:4]([OH:16])[CH:3]=1. (5) Given the reactants C([O:8][C:9]1[CH:10]=[C:11]([C:15]2[CH2:19][C:18]([CH2:28][C:29]([O:31][C:32]([CH3:35])([CH3:34])[CH3:33])=[O:30])([CH2:20][C:21]([O:23][C:24]([CH3:27])([CH3:26])[CH3:25])=[O:22])[O:17][N:16]=2)[CH:12]=[CH:13][CH:14]=1)C1C=CC=CC=1.C1COCC1, predict the reaction product. The product is: [OH:8][C:9]1[CH:10]=[C:11]([C:15]2[CH2:19][C:18]([CH2:20][C:21]([O:23][C:24]([CH3:27])([CH3:26])[CH3:25])=[O:22])([CH2:28][C:29]([O:31][C:32]([CH3:35])([CH3:33])[CH3:34])=[O:30])[O:17][N:16]=2)[CH:12]=[CH:13][CH:14]=1. (6) Given the reactants Cl[C:2]1[C:11]2[C:6](=[CH:7][CH:8]=[C:9]([C:12]([F:15])([F:14])[F:13])[CH:10]=2)[N:5]=[CH:4][CH:3]=1.[S-2:16].[Na+].[Na+].CN(C)C=O.Cl, predict the reaction product. The product is: [F:13][C:12]([F:15])([F:14])[C:9]1[CH:10]=[C:11]2[C:6](=[CH:7][CH:8]=1)[N:5]=[CH:4][CH:3]=[C:2]2[SH:16]. (7) Given the reactants [C:1]([C:5]1[CH:10]=[CH:9][C:8]([S:11]([N:14]2[C:20]3[CH:21]=[C:22]([C:25]([O:27]C)=O)[CH:23]=[CH:24][C:19]=3[NH:18][C:17]3[N:29]=[C:30]([C:33]([F:36])([F:35])[F:34])[CH:31]=[CH:32][C:16]=3[CH2:15]2)(=[O:13])=[O:12])=[CH:7][CH:6]=1)([CH3:4])([CH3:3])[CH3:2].O.[NH2:38][NH2:39], predict the reaction product. The product is: [C:1]([C:5]1[CH:6]=[CH:7][C:8]([S:11]([N:14]2[C:20]3[CH:21]=[C:22]([C:25]([NH:38][NH2:39])=[O:27])[CH:23]=[CH:24][C:19]=3[NH:18][C:17]3[N:29]=[C:30]([C:33]([F:34])([F:35])[F:36])[CH:31]=[CH:32][C:16]=3[CH2:15]2)(=[O:13])=[O:12])=[CH:9][CH:10]=1)([CH3:3])([CH3:4])[CH3:2].